This data is from Full USPTO retrosynthesis dataset with 1.9M reactions from patents (1976-2016). The task is: Predict the reactants needed to synthesize the given product. (1) Given the product [CH2:13]([C:12]1[C:6]2[C:7](=[N:8][CH:9]=[C:4]([CH2:43][CH:44]([OH:45])[CH2:46][OH:39])[N:5]=2)[N:10]([CH2:27][O:28][CH2:29][CH2:30][Si:31]([CH3:34])([CH3:33])[CH3:32])[C:11]=1[C:15]1[CH:20]=[CH:19][C:18]([C:21]2([CH3:26])[O:25][CH2:24][CH2:23][O:22]2)=[CH:17][CH:16]=1)[CH3:14], predict the reactants needed to synthesize it. The reactants are: C([C:4]1[N:5]=[C:6]2[C:12]([CH2:13][CH3:14])=[C:11]([C:15]3[CH:20]=[CH:19][C:18]([C:21]4([CH3:26])[O:25][CH2:24][CH2:23][O:22]4)=[CH:17][CH:16]=3)[N:10]([CH2:27][O:28][CH2:29][CH2:30][Si:31]([CH3:34])([CH3:33])[CH3:32])[C:7]2=[N:8][CH:9]=1)C=C.C[N+]1([O-])CC[O:39]CC1.[CH3:43][C:44]([CH3:46])=[O:45]. (2) Given the product [C:1]([O:5][C@@H:6]([C:11]1[C:26]([CH3:27])=[CH:25][C:14]2[N:15]=[C:16]([C:18]3[CH:23]=[CH:22][N:21]=[C:20]([N:41]4[CH2:42][CH2:43][N:38]([CH:35]([CH3:37])[CH3:36])[CH2:39][C@@H:40]4[CH3:44])[N:19]=3)[S:17][C:13]=2[C:12]=1[C:28]1[CH:29]=[CH:30][C:31]([Cl:34])=[CH:32][CH:33]=1)[C:7]([O:9][CH3:10])=[O:8])([CH3:4])([CH3:3])[CH3:2], predict the reactants needed to synthesize it. The reactants are: [C:1]([O:5][C@@H:6]([C:11]1[C:26]([CH3:27])=[CH:25][C:14]2[N:15]=[C:16]([C:18]3[CH:23]=[CH:22][N:21]=[C:20](Cl)[N:19]=3)[S:17][C:13]=2[C:12]=1[C:28]1[CH:33]=[CH:32][C:31]([Cl:34])=[CH:30][CH:29]=1)[C:7]([O:9][CH3:10])=[O:8])([CH3:4])([CH3:3])[CH3:2].[CH:35]([N:38]1[CH2:43][CH2:42][NH:41][C@@H:40]([CH3:44])[CH2:39]1)([CH3:37])[CH3:36].C(N(CC)CC)C. (3) Given the product [O:30]1[CH2:31][CH2:32][CH2:33][CH2:34][CH:29]1[N:17]1[C:18]2[CH:19]=[CH:20][C:21]([O:22][CH:23]3[CH2:28][CH2:27][CH2:26][CH2:25][O:24]3)=[C:13]([OH:36])[C:14]=2[CH:15]=[N:16]1, predict the reactants needed to synthesize it. The reactants are: C([Li])CCC.CCCCCC.Br[C:13]1[C:21]([O:22][CH:23]2[CH2:28][CH2:27][CH2:26][CH2:25][O:24]2)=[CH:20][CH:19]=[C:18]2[C:14]=1[CH:15]=[N:16][N:17]2[CH:29]1[CH2:34][CH2:33][CH2:32][CH2:31][O:30]1.C[O:36]B(OC)OC.C(O)(=O)C.OO.S([O-])(O)=O.[Na+].C(=O)([O-])O.[Na+]. (4) Given the product [C:47]([O-:53])(=[O:48])[CH3:49].[NH4+:9].[F:1][C:2]1[CH:7]=[CH:6][C:5]([C:8]2[C:16]([C:17]([NH:19][CH3:20])=[O:18])=[C:15]3[N:10]([N:11]=[CH:12][C:13]([C:28]4[CH:33]=[C:32]([C:34](=[O:45])[NH:35][C:36]5([C:39]6[CH:40]=[CH:41][CH:42]=[CH:43][CH:44]=6)[CH2:38][CH2:37]5)[CH:31]=[CH:30][C:29]=4[CH3:46])=[CH:14]3)[N:9]=2)=[CH:4][CH:3]=1, predict the reactants needed to synthesize it. The reactants are: [F:1][C:2]1[CH:7]=[CH:6][C:5]([C:8]2[C:16]([C:17]([N:19](C)[C:20](=O)OC(C)(C)C)=[O:18])=[C:15]3[N:10]([N:11]=[CH:12][C:13]([C:28]4[CH:33]=[C:32]([C:34](=[O:45])[NH:35][C:36]5([C:39]6[CH:44]=[CH:43][CH:42]=[CH:41][CH:40]=6)[CH2:38][CH2:37]5)[CH:31]=[CH:30][C:29]=4[CH3:46])=[CH:14]3)[N:9]=2)=[CH:4][CH:3]=1.[C:47]([OH:53])([C:49](F)(F)F)=[O:48]. (5) Given the product [NH2:27][CH2:26][C:24]([NH:23][C:19]1[CH:20]=[CH:21][CH:22]=[C:17]([C:15]2[S:16][C:11]3[C:10]([N:35]4[CH2:40][CH2:39][O:38][CH2:37][CH2:36]4)=[N:9][C:8]([C:5]4[CH:4]=[N:3][C:2]([NH2:1])=[CH:7][CH:6]=4)=[N:13][C:12]=3[CH:14]=2)[CH:18]=1)=[O:25], predict the reactants needed to synthesize it. The reactants are: [NH2:1][C:2]1[CH:7]=[CH:6][C:5]([C:8]2[N:9]=[C:10]([N:35]3[CH2:40][CH2:39][O:38][CH2:37][CH2:36]3)[C:11]3[S:16][C:15]([C:17]4[CH:18]=[C:19]([NH:23][C:24]([CH2:26][NH:27]C(=O)OC(C)(C)C)=[O:25])[CH:20]=[CH:21][CH:22]=4)=[CH:14][C:12]=3[N:13]=2)=[CH:4][N:3]=1. (6) Given the product [Si:5]([O:8][C:9]1[C:10]([F:16])=[C:11]([CH:12]=[C:13]([F:15])[CH:14]=1)[CH:25]=[O:26])([C:1]([CH3:4])([CH3:2])[CH3:3])([CH3:7])[CH3:6], predict the reactants needed to synthesize it. The reactants are: [C:1]([Si:5]([O:8][C:9]1[CH:14]=[C:13]([F:15])[CH:12]=[CH:11][C:10]=1[F:16])([CH3:7])[CH3:6])([CH3:4])([CH3:3])[CH3:2].C([Li])(CC)C.CN([CH:25]=[O:26])C. (7) Given the product [Br:8][C:9]1[CH:17]=[C:16]2[C:12](=[CH:11][CH:10]=1)[CH2:13][C:14]1([CH2:23][CH2:22][CH:21]([CH:24]([F:25])[F:26])[CH2:20][CH2:19]1)[C:15]2=[N:7][S:5]([C:2]([CH3:4])([CH3:3])[CH3:1])=[O:6], predict the reactants needed to synthesize it. The reactants are: [CH3:1][C:2]([S:5]([NH2:7])=[O:6])([CH3:4])[CH3:3].[Br:8][C:9]1[CH:17]=[C:16]2[C:12]([CH2:13][C:14]3([CH2:23][CH2:22][CH:21]([CH:24]([F:26])[F:25])[CH2:20][CH2:19]3)[C:15]2=O)=[CH:11][CH:10]=1.C([O-])(O)=O.[Na+]. (8) Given the product [CH3:5][C:6]1[CH:11]=[CH:10][C:9]([S:12]([O:15][C:16]2[CH:21]=[CH:20][C:19]([CH:22]3[CH2:27][CH2:26][C:25]4([O:34][CH2:33][CH2:32][O:28]4)[CH2:24][CH2:23]3)=[CH:18][CH:17]=2)(=[O:14])=[O:13])=[CH:8][CH:7]=1, predict the reactants needed to synthesize it. The reactants are: B(F)(F)F.[CH3:5][C:6]1[CH:11]=[CH:10][C:9]([S:12]([O:15][C:16]2[CH:21]=[CH:20][C:19]([CH:22]3[CH2:27][CH2:26][C:25](=[O:28])[CH2:24][CH2:23]3)=[CH:18][CH:17]=2)(=[O:14])=[O:13])=[CH:8][CH:7]=1.C(Cl)Cl.[CH2:32](O)[CH2:33][OH:34]. (9) Given the product [Br:1][C:2]1[C:10]2[C:5](=[N:6][CH:7]=[N:8][C:9]=2[O:25][C:22]2[CH:21]=[CH:20][C:19]([O:12][C:13]3[CH:18]=[CH:17][CH:16]=[CH:15][CH:14]=3)=[CH:24][CH:23]=2)[NH:4][N:3]=1, predict the reactants needed to synthesize it. The reactants are: [Br:1][C:2]1[C:10]2[C:5](=[N:6][CH:7]=[N:8][C:9]=2Cl)[NH:4][N:3]=1.[O:12]([C:19]1[CH:24]=[CH:23][C:22]([OH:25])=[CH:21][CH:20]=1)[C:13]1[CH:18]=[CH:17][CH:16]=[CH:15][CH:14]=1.C(=O)([O-])[O-].[Cs+].[Cs+].